Dataset: Forward reaction prediction with 1.9M reactions from USPTO patents (1976-2016). Task: Predict the product of the given reaction. (1) Given the reactants CC(NC(C)C)C.[Li]CCCC.[Br:13][C:14]1[CH:15]=[C:16]2[C:21](=[CH:22][CH:23]=1)[N:20]=[C:19]([Cl:24])[CH:18]=[C:17]2[Cl:25].CN(C)[CH:28]=[O:29], predict the reaction product. The product is: [Br:13][C:14]1[CH:15]=[C:16]2[C:21](=[CH:22][CH:23]=1)[N:20]=[C:19]([Cl:24])[C:18]([CH:28]=[O:29])=[C:17]2[Cl:25]. (2) Given the reactants [BH4-].[Na+].[F:3][C:4]1[CH:5]=[C:6]([CH:10]=[C:11]([N+:15]([O-])=O)[C:12]=1[O:13][CH3:14])[C:7]([NH2:9])=[O:8].O, predict the reaction product. The product is: [NH2:15][C:11]1[CH:10]=[C:6]([CH:5]=[C:4]([F:3])[C:12]=1[O:13][CH3:14])[C:7]([NH2:9])=[O:8]. (3) Given the reactants [H-].[Na+].[NH2:3][C:4]1[N:9]=[CH:8][C:7]([Br:10])=[CH:6][N:5]=1.[C:11](O[C:11]([O:13][C:14]([CH3:17])([CH3:16])[CH3:15])=[O:12])([O:13][C:14]([CH3:17])([CH3:16])[CH3:15])=[O:12], predict the reaction product. The product is: [C:14]([O:13][C:11]([N:3]([C:11]([O:13][C:14]([CH3:17])([CH3:16])[CH3:15])=[O:12])[C:4]1[N:9]=[CH:8][C:7]([Br:10])=[CH:6][N:5]=1)=[O:12])([CH3:17])([CH3:16])[CH3:15]. (4) Given the reactants [N:1]1[CH:6]=[CH:5][CH:4]=[N:3][C:2]=1[C:7]1([C:17]([OH:19])=[O:18])[CH2:16][CH2:15][C:10]2([O:14][CH2:13][CH2:12][O:11]2)[CH2:9][CH2:8]1.[C:20]([O-])([O-])=O.[K+].[K+].CI, predict the reaction product. The product is: [CH3:20][O:18][C:17]([C:7]1([C:2]2[N:3]=[CH:4][CH:5]=[CH:6][N:1]=2)[CH2:8][CH2:9][C:10]2([O:14][CH2:13][CH2:12][O:11]2)[CH2:15][CH2:16]1)=[O:19]. (5) Given the reactants [C:1]([C:3]([C:6]1[CH:7]=[C:8]([CH:38]=[CH:39][CH:40]=1)[C:9]([N:11]([C:20]1[CH:25]=[CH:24][C:23]([CH3:26])=[C:22]([N:27]2[C:31]3[CH:32]=[CH:33][CH:34]=[CH:35][C:30]=3[N:29]([CH3:36])[C:28]2=[O:37])[CH:21]=1)COCC[Si](C)(C)C)=[O:10])([CH3:5])[CH3:4])#[N:2].Cl, predict the reaction product. The product is: [C:1]([C:3]([C:6]1[CH:7]=[C:8]([CH:38]=[CH:39][CH:40]=1)[C:9]([NH:11][C:20]1[CH:25]=[CH:24][C:23]([CH3:26])=[C:22]([N:27]2[C:31]3[CH:32]=[CH:33][CH:34]=[CH:35][C:30]=3[N:29]([CH3:36])[C:28]2=[O:37])[CH:21]=1)=[O:10])([CH3:4])[CH3:5])#[N:2]. (6) Given the reactants [C:1](Cl)(=[O:4])[CH:2]=[CH2:3].[Cl:6][C:7]1[C:8]([C:34]2[CH:35]=[N:36][N:37]3[CH:42]=[CH:41][CH:40]=[CH:39][C:38]=23)=[N:9][C:10]([NH:13][C:14]2[CH:15]=[C:16]([NH2:33])[C:17]([N:22]([CH3:32])[CH2:23][CH2:24][N:25]3[CH2:30][CH2:29][N:28]([CH3:31])[CH2:27][CH2:26]3)=[CH:18][C:19]=2[O:20][CH3:21])=[N:11][CH:12]=1, predict the reaction product. The product is: [Cl:6][C:7]1[C:8]([C:34]2[CH:35]=[N:36][N:37]3[CH:42]=[CH:41][CH:40]=[CH:39][C:38]=23)=[N:9][C:10]([NH:13][C:14]2[C:19]([O:20][CH3:21])=[CH:18][C:17]([N:22]([CH3:32])[CH2:23][CH2:24][N:25]3[CH2:30][CH2:29][N:28]([CH3:31])[CH2:27][CH2:26]3)=[C:16]([NH:33][C:1](=[O:4])[CH:2]=[CH2:3])[CH:15]=2)=[N:11][CH:12]=1. (7) Given the reactants [N:1]1[CH:6]=[CH:5][CH:4]=[C:3]([C:7]2[S:11][C:10]([C:12]([OH:14])=O)=[CH:9][CH:8]=2)[CH:2]=1.CCN(C(C)C)C(C)C.CN(C(ON1N=NC2C=CC=CC1=2)=[N+](C)C)C.[B-](F)(F)(F)F.Cl.Cl.[NH2:48][CH2:49][C:50]1[CH:51]=[C:52]([CH:67]=[CH:68][CH:69]=1)[C:53]([NH:55][C:56]1[CH:65]=[C:64]2[C:59]([CH2:60][CH2:61][N:62]([CH3:66])[CH2:63]2)=[CH:58][CH:57]=1)=[O:54], predict the reaction product. The product is: [CH3:66][N:62]1[CH2:61][CH2:60][C:59]2[C:64](=[CH:65][C:56]([NH:55][C:53]([C:52]3[CH:51]=[C:50]([CH:69]=[CH:68][CH:67]=3)[CH2:49][NH:48][C:12]([C:10]3[S:11][C:7]([C:3]4[CH:2]=[N:1][CH:6]=[CH:5][CH:4]=4)=[CH:8][CH:9]=3)=[O:14])=[O:54])=[CH:57][CH:58]=2)[CH2:63]1. (8) Given the reactants [C:1]([C:5]1[CH:6]=[C:7]([NH:20][C:21]([NH:23][C:24]2[C:33]3[C:28](=[CH:29][CH:30]=[CH:31][CH:32]=3)[C:27]([O:34][C:35]3[CH:40]=[CH:39][N:38]=[C:37]([NH:41][C:42]4[CH:47]=[CH:46][CH:45]=[C:44](OC)[CH:43]=4)[CH:36]=3)=[CH:26][CH:25]=2)=[O:22])[C:8]([O:18][CH3:19])=[C:9]([CH:17]=1)[C:10](NC1COC1)=[O:11])([CH3:4])([CH3:3])[CH3:2].C[OH:51].C1[CH2:56][O:55]CC1, predict the reaction product. The product is: [C:1]([C:5]1[CH:6]=[C:7]([NH:20][C:21]([NH:23][C:24]2[C:33]3[C:28](=[CH:29][CH:30]=[CH:31][CH:32]=3)[C:27]([O:34][C:35]3[CH:40]=[CH:39][N:38]=[C:37]([NH:41][C:42]4[CH:47]=[CH:46][CH:45]=[C:44]([O:55][CH3:56])[CH:43]=4)[CH:36]=3)=[CH:26][CH:25]=2)=[O:22])[C:8]([O:18][CH3:19])=[C:9]([CH:17]=1)[C:10]([OH:11])=[O:51])([CH3:3])([CH3:2])[CH3:4].